This data is from NCI-60 drug combinations with 297,098 pairs across 59 cell lines. The task is: Regression. Given two drug SMILES strings and cell line genomic features, predict the synergy score measuring deviation from expected non-interaction effect. (1) Drug 1: CCN(CC)CCCC(C)NC1=C2C=C(C=CC2=NC3=C1C=CC(=C3)Cl)OC. Drug 2: COCCOC1=C(C=C2C(=C1)C(=NC=N2)NC3=CC=CC(=C3)C#C)OCCOC.Cl. Cell line: A549. Synergy scores: CSS=17.6, Synergy_ZIP=8.26, Synergy_Bliss=11.1, Synergy_Loewe=10.6, Synergy_HSA=12.0. (2) Drug 1: CC1=C(C=C(C=C1)NC(=O)C2=CC=C(C=C2)CN3CCN(CC3)C)NC4=NC=CC(=N4)C5=CN=CC=C5. Drug 2: CC1C(C(CC(O1)OC2CC(OC(C2O)C)OC3=CC4=CC5=C(C(=O)C(C(C5)C(C(=O)C(C(C)O)O)OC)OC6CC(C(C(O6)C)O)OC7CC(C(C(O7)C)O)OC8CC(C(C(O8)C)O)(C)O)C(=C4C(=C3C)O)O)O)O. Cell line: BT-549. Synergy scores: CSS=37.1, Synergy_ZIP=1.89, Synergy_Bliss=1.77, Synergy_Loewe=-44.0, Synergy_HSA=-0.801. (3) Drug 1: CC1=C2C(C(=O)C3(C(CC4C(C3C(C(C2(C)C)(CC1OC(=O)C(C(C5=CC=CC=C5)NC(=O)OC(C)(C)C)O)O)OC(=O)C6=CC=CC=C6)(CO4)OC(=O)C)O)C)O. Drug 2: CCC1=C2CN3C(=CC4=C(C3=O)COC(=O)C4(CC)O)C2=NC5=C1C=C(C=C5)O. Cell line: SW-620. Synergy scores: CSS=31.0, Synergy_ZIP=-6.91, Synergy_Bliss=0.839, Synergy_Loewe=-20.3, Synergy_HSA=1.25. (4) Drug 1: CC1=C(C=C(C=C1)NC(=O)C2=CC=C(C=C2)CN3CCN(CC3)C)NC4=NC=CC(=N4)C5=CN=CC=C5. Drug 2: CNC(=O)C1=NC=CC(=C1)OC2=CC=C(C=C2)NC(=O)NC3=CC(=C(C=C3)Cl)C(F)(F)F. Cell line: TK-10. Synergy scores: CSS=-14.9, Synergy_ZIP=7.63, Synergy_Bliss=3.73, Synergy_Loewe=-4.19, Synergy_HSA=-6.46. (5) Drug 1: CC(C1=C(C=CC(=C1Cl)F)Cl)OC2=C(N=CC(=C2)C3=CN(N=C3)C4CCNCC4)N. Drug 2: CC(C)NC(=O)C1=CC=C(C=C1)CNNC.Cl. Synergy scores: CSS=-3.38, Synergy_ZIP=0.0140, Synergy_Bliss=-2.08, Synergy_Loewe=-5.11, Synergy_HSA=-3.38. Cell line: 786-0. (6) Drug 1: C1C(C(OC1N2C=NC3=C(N=C(N=C32)Cl)N)CO)O. Drug 2: CS(=O)(=O)OCCCCOS(=O)(=O)C. Cell line: 786-0. Synergy scores: CSS=13.8, Synergy_ZIP=-3.46, Synergy_Bliss=0.275, Synergy_Loewe=0.826, Synergy_HSA=2.06.